This data is from Catalyst prediction with 721,799 reactions and 888 catalyst types from USPTO. The task is: Predict which catalyst facilitates the given reaction. (1) Reactant: Cl.[NH2:2][OH:3].[F:4][C:5]1[CH:6]=[C:7]([CH:17]=[CH:18][CH:19]=1)[C:8]([C:10]1[CH:15]=[CH:14][CH:13]=[C:12]([F:16])[CH:11]=1)=O.[OH-].[Na+].Cl. Product: [F:4][C:5]1[CH:6]=[C:7]([CH:17]=[CH:18][CH:19]=1)[C:8](=[N:2][OH:3])[C:10]1[CH:15]=[CH:14][CH:13]=[C:12]([F:16])[CH:11]=1. The catalyst class is: 97. (2) Reactant: Cl[C:2]1[C:11]2=[N:12][N:13](CC3C=CC(OC)=CC=3)[CH:14]=[C:10]2[C:9]2[CH:8]=[C:7]([O:24][CH3:25])[CH:6]=[CH:5][C:4]=2[N:3]=1.[NH2:26][C:27]1[CH:41]=[CH:40][C:30]2[O:31][CH2:32][C:33]([NH:35][CH2:36][CH2:37][CH2:38][OH:39])=[N:34][C:29]=2[CH:28]=1.Cl. Product: [CH3:25][O:24][C:7]1[CH:6]=[CH:5][C:4]2[N:3]=[C:2]([NH:26][C:27]3[CH:41]=[CH:40][C:30]4[O:31][CH2:32][C:33]([NH:35][CH2:36][CH2:37][CH2:38][OH:39])=[N:34][C:29]=4[CH:28]=3)[C:11]3=[N:12][NH:13][CH:14]=[C:10]3[C:9]=2[CH:8]=1. The catalyst class is: 71. (3) Reactant: [BH4-].[Na+].[Br:3][CH2:4][C:5](=[O:24])[C@@H:6]([NH:16][C:17](=[O:23])[O:18][C:19]([CH3:22])([CH3:21])[CH3:20])[CH2:7][C:8]1[CH:13]=[C:12]([F:14])[CH:11]=[C:10]([F:15])[CH:9]=1. Product: [Br:3][CH2:4][C@H:5]([OH:24])[C@@H:6]([NH:16][C:17](=[O:23])[O:18][C:19]([CH3:20])([CH3:21])[CH3:22])[CH2:7][C:8]1[CH:9]=[C:10]([F:15])[CH:11]=[C:12]([F:14])[CH:13]=1. The catalyst class is: 175. (4) Reactant: [NH2:1][C:2]1[CH:7]=[CH:6][C:5]([CH2:8][C:9]([O:11][CH3:12])=[O:10])=[CH:4][C:3]=1[N+:13]([O-])=O. Product: [NH2:13][C:3]1[CH:4]=[C:5]([CH2:8][C:9]([O:11][CH3:12])=[O:10])[CH:6]=[CH:7][C:2]=1[NH2:1]. The catalyst class is: 19. (5) Reactant: ClC(Cl)(Cl)CO[C:5](=[O:36])[NH:6][C:7]1[N:8]=[C:9]2[CH:14]=[CH:13][C:12]([O:15][C:16]3[CH:21]=[CH:20][CH:19]=[C:18]([NH:22][C:23](=[O:34])[C:24]4[CH:29]=[CH:28][CH:27]=[C:26]([C:30]([F:33])([F:32])[F:31])[CH:25]=4)[CH:17]=3)=[N:11][N:10]2[CH:35]=1.[NH2:39][CH2:40][CH2:41][O:42][CH2:43][CH2:44][OH:45].C(N(C(C)C)C(C)C)(C)C. Product: [OH:45][CH2:44][CH2:43][O:42][CH2:41][CH2:40][NH:39][C:5]([NH:6][C:7]1[N:8]=[C:9]2[CH:14]=[CH:13][C:12]([O:15][C:16]3[CH:17]=[C:18]([NH:22][C:23](=[O:34])[C:24]4[CH:29]=[CH:28][CH:27]=[C:26]([C:30]([F:31])([F:32])[F:33])[CH:25]=4)[CH:19]=[CH:20][CH:21]=3)=[N:11][N:10]2[CH:35]=1)=[O:36]. The catalyst class is: 16.